Task: Predict the reactants needed to synthesize the given product.. Dataset: Full USPTO retrosynthesis dataset with 1.9M reactions from patents (1976-2016) Given the product [CH3:1][O:2][C:3]1[CH:15]=[C:14]2[C:6]([C:7]3[C:8](=[O:16])[CH2:9][CH2:10][CH2:11][C:12]=3[N:13]2[CH2:18][C:19]([O:21][CH2:22][CH3:23])=[O:20])=[CH:5][CH:4]=1, predict the reactants needed to synthesize it. The reactants are: [CH3:1][O:2][C:3]1[CH:15]=[C:14]2[C:6]([C:7]3[C:8](=[O:16])[CH2:9][CH2:10][CH2:11][C:12]=3[NH:13]2)=[CH:5][CH:4]=1.Br[CH2:18][C:19]([O:21][CH2:22][CH3:23])=[O:20].C(=O)([O-])[O-].[Cs+].[Cs+].